Dataset: Reaction yield outcomes from USPTO patents with 853,638 reactions. Task: Predict the reaction yield, written as a fraction of the theoretical maximum amount of product (1.0 means a 100% yield; for example, 0.34 means a 34% yield). (1) The catalyst is C1(C)C=CC=CC=1. The yield is 0.210. The product is [Cl:15][C:16]1[CH:21]=[CH:20][CH:19]=[CH:18][C:17]=1[N:22]1[C:4]2[CH2:5][CH2:6][N:1]([N:9]3[CH2:14][CH2:13][CH2:12][CH2:11][CH2:10]3)[C:2](=[O:8])[C:3]=2[C:24]([CH3:25])=[CH:23]1. The reactants are [N:1]1([N:9]2[CH2:14][CH2:13][CH2:12][CH2:11][CH2:10]2)[CH2:6][CH2:5][C:4](=O)[CH2:3][C:2]1=[O:8].[Cl:15][C:16]1[CH:21]=[CH:20][CH:19]=[CH:18][C:17]=1[NH:22][CH2:23][C:24](=O)[CH3:25].CC1C=CC(S(O)(=O)=O)=CC=1. (2) The reactants are Br[CH2:2][CH2:3][C:4]([F:7])([F:6])[F:5].[CH2:8]([CH2:10][NH2:11])[OH:9].C(=O)([O-])[O-].[K+].[K+]. The catalyst is O1CCOCC1. The product is [F:5][C:4]([F:7])([F:6])[CH2:3][CH2:2][NH:11][CH2:10][CH2:8][OH:9]. The yield is 0.550.